From a dataset of Forward reaction prediction with 1.9M reactions from USPTO patents (1976-2016). Predict the product of the given reaction. (1) Given the reactants C[O:2][C:3]([C:5]1[C:6]([C:11]2[CH:16]=[CH:15][CH:14]=[CH:13][CH:12]=2)=[N:7][O:8][C:9]=1[CH3:10])=[O:4].[OH-].[Na+], predict the reaction product. The product is: [CH3:10][C:9]1[O:8][N:7]=[C:6]([C:11]2[CH:16]=[CH:15][CH:14]=[CH:13][CH:12]=2)[C:5]=1[C:3]([OH:4])=[O:2]. (2) The product is: [CH3:19][N:18]1[CH:13]([C:6]2[CH:5]=[CH:4][C:3]([C:1]#[N:2])=[CH:12][C:7]=2[CH2:8][OH:9])[C:14]2[C:34](=[O:35])[N:33]([CH3:36])[CH2:32][CH2:31][C:15]=2[N:16]([C:21]2[CH:26]=[CH:25][CH:24]=[C:23]([C:27]([F:29])([F:30])[F:28])[CH:22]=2)[C:17]1=[O:20]. Given the reactants [C:1]([C:3]1[CH:4]=[CH:5][C:6]([CH:13]2[N:18]([CH3:19])[C:17](=[O:20])[N:16]([C:21]3[CH:26]=[CH:25][CH:24]=[C:23]([C:27]([F:30])([F:29])[F:28])[CH:22]=3)[C:15]3[CH2:31][CH2:32][N:33]([CH3:36])[C:34](=[O:35])[C:14]2=3)=[C:7]([CH:12]=1)[C:8](OC)=[O:9])#[N:2].[BH4-].[Na+].CO.O, predict the reaction product. (3) Given the reactants [N-:1]=[C:2]=[S:3].C1([S:10]([C:13]2[CH:18]=[CH:17][CH:16]=[CH:15][C:14]=2[NH:19]C(=O)N[C@H](C(OC)=O)CC2C=CC(OC(=O)C3C(Cl)=CN=CC=3Cl)=CC=2)(=[O:12])=[O:11])C=CC=CC=1.N[C@@H:47]([CH2:51][C:52]1[CH:57]=[CH:56][C:55]([NH:58][C:59]([C:61]2[C:66]([Cl:67])=[CH:65][N:64]=[CH:63][C:62]=2[Cl:68])=[O:60])=[CH:54][CH:53]=1)[C:48]([OH:50])=[O:49].[N:69]1[CH:74]=[CH:73][CH:72]=[CH:71][CH:70]=1.O, predict the reaction product. The product is: [Cl:68][C:62]1[CH:63]=[N:64][CH:65]=[C:66]([Cl:67])[C:61]=1[C:59]([NH:58][C:55]1[CH:56]=[CH:57][C:52]([CH2:51][C@H:47]([NH:1][C:2]([NH:19][C:14]2[CH:15]=[CH:16][CH:17]=[CH:18][C:13]=2[S:10]([N:69]2[CH2:74][CH2:73][CH2:72][CH2:71][CH2:70]2)(=[O:11])=[O:12])=[S:3])[C:48]([OH:50])=[O:49])=[CH:53][CH:54]=1)=[O:60]. (4) Given the reactants [O:1]1[C:10]2[C:5](=[CH:6][C:7]([C:11]3[C:20]([N:21]([CH:23]([CH3:25])[CH3:24])[CH3:22])=[N:19][C:18]4[C:13](=[CH:14][CH:15]=[C:16]([C:26]([O:28]C)=[O:27])[CH:17]=4)[N:12]=3)=[CH:8][CH:9]=2)[CH2:4][CH2:3][CH2:2]1.[OH-].[Na+], predict the reaction product. The product is: [O:1]1[C:10]2[C:5](=[CH:6][C:7]([C:11]3[C:20]([N:21]([CH:23]([CH3:25])[CH3:24])[CH3:22])=[N:19][C:18]4[C:13](=[CH:14][CH:15]=[C:16]([C:26]([OH:28])=[O:27])[CH:17]=4)[N:12]=3)=[CH:8][CH:9]=2)[CH2:4][CH2:3][CH2:2]1.